This data is from Forward reaction prediction with 1.9M reactions from USPTO patents (1976-2016). The task is: Predict the product of the given reaction. (1) Given the reactants [OH:1][CH2:2][CH:3]([NH:5][C:6]([C:8]1[CH:9]=[C:10]([C:14]#[C:15][CH2:16][CH2:17][CH2:18][C:19]([OH:21])=O)[CH:11]=[CH:12][CH:13]=1)=[O:7])[CH3:4].Cl.[CH3:23][NH:24][CH3:25], predict the reaction product. The product is: [CH3:23][N:24]([CH3:25])[C:19]([CH2:18][CH2:17][CH2:16][C:15]#[C:14][C:10]1[CH:9]=[C:8]([CH:13]=[CH:12][CH:11]=1)[C:6]([NH:5][CH:3]([CH3:4])[CH2:2][OH:1])=[O:7])=[O:21]. (2) Given the reactants [CH:1]1([CH2:6][CH:7]([C:18]2[NH:29][C:21]3=[N:22][CH:23]=[C:24]([CH2:26][CH:27]=[O:28])[CH:25]=[C:20]3[CH:19]=2)[C:8]2[CH:13]=[CH:12][C:11]([S:14]([CH3:17])(=[O:16])=[O:15])=[CH:10][CH:9]=2)[CH2:5][CH2:4][CH2:3][CH2:2]1.[BH4-].[Na+], predict the reaction product. The product is: [CH:1]1([CH2:6][CH:7]([C:18]2[NH:29][C:21]3=[N:22][CH:23]=[C:24]([CH2:26][CH2:27][OH:28])[CH:25]=[C:20]3[CH:19]=2)[C:8]2[CH:13]=[CH:12][C:11]([S:14]([CH3:17])(=[O:16])=[O:15])=[CH:10][CH:9]=2)[CH2:5][CH2:4][CH2:3][CH2:2]1. (3) Given the reactants [OH:1][C:2]1[CH:3]=[C:4]([CH:7]=[CH:8][CH:9]=1)[CH:5]=[O:6].[H-].[Na+].[CH3:12][O:13][CH2:14]Cl.O, predict the reaction product. The product is: [CH3:12][O:13][CH2:14][O:1][C:2]1[CH:3]=[C:4]([CH:7]=[CH:8][CH:9]=1)[CH:5]=[O:6]. (4) Given the reactants C([O:5][C:6](=O)[C@@H:7]([O:10][C:11]1[CH:34]=[CH:33][C:14]2[C:15]3[N:19]([CH2:20][CH2:21][O:22][C:13]=2[CH:12]=1)[CH:18]=[C:17]([C:23]1[N:24]([CH2:28][C:29]([F:32])([F:31])[F:30])[N:25]=[CH:26][N:27]=1)[N:16]=3)[CH2:8][CH3:9])(C)(C)C.C(O)(C(F)(F)F)=O.C[N:44](C(ON1N=NC2C=CC=NC1=2)=[N+](C)C)C.F[P-](F)(F)(F)(F)F.[Cl-].[NH4+].C(N(CC)CC)C, predict the reaction product. The product is: [F:30][C:29]([F:32])([F:31])[CH2:28][N:24]1[C:23]([C:17]2[N:16]=[C:15]3[C:14]4[CH:33]=[CH:34][C:11]([O:10][C@@H:7]([CH2:8][CH3:9])[C:6]([NH2:44])=[O:5])=[CH:12][C:13]=4[O:22][CH2:21][CH2:20][N:19]3[CH:18]=2)=[N:27][CH:26]=[N:25]1.